This data is from Peptide-MHC class II binding affinity with 134,281 pairs from IEDB. The task is: Regression. Given a peptide amino acid sequence and an MHC pseudo amino acid sequence, predict their binding affinity value. This is MHC class II binding data. (1) The peptide sequence is VDIMVRDGQLTIKAE. The MHC is DRB1_0301 with pseudo-sequence DRB1_0301. The binding affinity (normalized) is 0.671. (2) The peptide sequence is ILVTVNPIASTNDDE. The MHC is DRB1_0901 with pseudo-sequence DRB1_0901. The binding affinity (normalized) is 0.367. (3) The peptide sequence is HTVMPLSAPTLVPQE. The MHC is DRB1_0101 with pseudo-sequence DRB1_0101. The binding affinity (normalized) is 0.988. (4) The peptide sequence is AEEVKVIPAGELQVI. The MHC is DRB1_0401 with pseudo-sequence DRB1_0401. The binding affinity (normalized) is 0.256. (5) The binding affinity (normalized) is 0.292. The MHC is HLA-DQA10501-DQB10301 with pseudo-sequence HLA-DQA10501-DQB10301. The peptide sequence is PADKYKTLEAAFTVS.